From a dataset of Forward reaction prediction with 1.9M reactions from USPTO patents (1976-2016). Predict the product of the given reaction. (1) The product is: [CH2:2]([O:4][CH2:19]/[CH:14]=[CH:15]\[C@@H:47]1[CH2:46][CH2:45][C:44]2[CH:43]=[C:42]([C@H:39]3[CH2:40][CH2:41][C@@:35]4([NH:34][C:33](=[O:32])[O:37][CH2:36]4)[CH2:38]3)[CH:51]=[CH:50][C:49]=2[CH2:48]1)[CH3:5]. Given the reactants C[C:2]([CH3:5])([O-:4])C.[K+].[Br-].C(OCC[P+](C1C=CC=CC=1)(C1C=CC=CC=1)[C:14]1[CH:19]=CC=C[CH:15]=1)C.[O:32]=[C:33]1[O:37][CH2:36][C@:35]2([CH2:41][CH2:40][C@H:39]([C:42]3[CH:43]=[C:44]4[C:49](=[CH:50][CH:51]=3)[CH2:48][C@H:47](C=O)[CH2:46][CH2:45]4)[CH2:38]2)[NH:34]1.OP([O-])(O)=O.[K+], predict the reaction product. (2) Given the reactants C[O:2][C:3](=[O:25])[CH:4]([C:11]1[CH:16]=[CH:15][C:14]([C:17]#[C:18][C:19]2[CH:20]=[N:21][CH:22]=[N:23][CH:24]=2)=[CH:13][CH:12]=1)[CH2:5][CH:6]1[CH2:10][CH2:9][CH2:8][CH2:7]1.O1CCCC1.[OH-].[Li+], predict the reaction product. The product is: [CH:6]1([CH2:5][CH:4]([C:11]2[CH:16]=[CH:15][C:14]([C:17]#[C:18][C:19]3[CH:20]=[N:21][CH:22]=[N:23][CH:24]=3)=[CH:13][CH:12]=2)[C:3]([OH:25])=[O:2])[CH2:10][CH2:9][CH2:8][CH2:7]1.